Dataset: Full USPTO retrosynthesis dataset with 1.9M reactions from patents (1976-2016). Task: Predict the reactants needed to synthesize the given product. (1) Given the product [Cl:15][C:16]1[C:21]([N:22]2[CH2:23][CH2:24][CH:25]([C:28]3[CH:29]=[CH:30][CH:31]=[CH:32][CH:33]=3)[CH2:26][CH2:27]2)=[CH:20][N:19]=[N:18][C:17]=1[NH:34][NH:35][C:8](=[O:10])[CH2:7][C:1]1[CH:2]=[CH:3][CH:4]=[CH:5][CH:6]=1, predict the reactants needed to synthesize it. The reactants are: [C:1]1([CH2:7][C:8]([OH:10])=O)[CH:6]=[CH:5][CH:4]=[CH:3][CH:2]=1.S(Cl)(Cl)=O.[Cl:15][C:16]1[C:21]([N:22]2[CH2:27][CH2:26][CH:25]([C:28]3[CH:33]=[CH:32][CH:31]=[CH:30][CH:29]=3)[CH2:24][CH2:23]2)=[CH:20][N:19]=[N:18][C:17]=1[NH:34][NH2:35].C(=O)(O)[O-].[Na+]. (2) Given the product [Cl:36][C:7]1[CH:8]=[C:9]2[C:14](=[C:5]([C:3]([OH:4])=[O:2])[CH:6]=1)[NH:13][CH:12]([C:15]1[CH:20]=[CH:19][CH:18]=[C:17]([N:21]3[CH2:22][CH2:23][N:24]([C:27]4[CH:28]=[CH:29][C:30]([Cl:33])=[CH:31][CH:32]=4)[CH2:25][CH2:26]3)[CH:16]=1)[C:11]([CH3:35])([CH3:34])[CH2:10]2, predict the reactants needed to synthesize it. The reactants are: C[O:2][C:3]([C:5]1[CH:6]=[C:7]([Cl:36])[CH:8]=[C:9]2[C:14]=1[NH:13][CH:12]([C:15]1[CH:20]=[CH:19][CH:18]=[C:17]([N:21]3[CH2:26][CH2:25][N:24]([C:27]4[CH:32]=[CH:31][C:30]([Cl:33])=[CH:29][CH:28]=4)[CH2:23][CH2:22]3)[CH:16]=1)[C:11]([CH3:35])([CH3:34])[CH2:10]2)=[O:4].O.[OH-].[Li+].O.Cl. (3) Given the product [CH3:1][C:2]1[CH:14]=[N:13][C:12]2[N:11]([CH2:19][CH2:18][C:20]3[CH:25]=[CH:24][N:23]=[CH:22][CH:21]=3)[C:10]3[CH2:9][CH2:8][N:7]4[CH2:15][CH2:16][CH2:17][CH:6]4[C:5]=3[C:4]=2[CH:3]=1, predict the reactants needed to synthesize it. The reactants are: [CH3:1][C:2]1[CH:14]=[N:13][C:12]2[NH:11][C:10]3[CH2:9][CH2:8][N:7]4[CH2:15][CH2:16][CH2:17][CH:6]4[C:5]=3[C:4]=2[CH:3]=1.[CH:18]([C:20]1[CH:25]=[CH:24][N:23]=[CH:22][CH:21]=1)=[CH2:19].[OH-].[Na+].